Dataset: Forward reaction prediction with 1.9M reactions from USPTO patents (1976-2016). Task: Predict the product of the given reaction. (1) Given the reactants [NH2:1][C:2]1[CH:3]=[C:4]([OH:10])[CH:5]=[C:6]([O:8][CH3:9])[CH:7]=1.[C:11](O[C:11]([O:13][C:14]([CH3:17])([CH3:16])[CH3:15])=[O:12])([O:13][C:14]([CH3:17])([CH3:16])[CH3:15])=[O:12], predict the reaction product. The product is: [OH:10][C:4]1[CH:3]=[C:2]([NH:1][C:11](=[O:12])[O:13][C:14]([CH3:17])([CH3:16])[CH3:15])[CH:7]=[C:6]([O:8][CH3:9])[CH:5]=1. (2) Given the reactants [NH:1]1[C:9]2[C:4](=[CH:5][CH:6]=[CH:7][CH:8]=2)[C:3]([S:10]([CH2:12][C:13]([NH:15][C:16]2[CH:20]=[C:19]([CH3:21])[O:18][N:17]=2)=[O:14])=[O:11])=[CH:2]1.[H-].[Na+].[Cl:24][C:25]1[CH:26]=[C:27]([CH:30]=[CH:31][CH:32]=1)[CH2:28]Br, predict the reaction product. The product is: [Cl:24][C:25]1[CH:26]=[C:27]([CH:30]=[CH:31][CH:32]=1)[CH2:28][N:1]1[C:9]2[C:4](=[CH:5][CH:6]=[CH:7][CH:8]=2)[C:3]([S:10]([CH2:12][C:13]([NH:15][C:16]2[CH:20]=[C:19]([CH3:21])[O:18][N:17]=2)=[O:14])=[O:11])=[CH:2]1. (3) The product is: [Br:21][C:22]1[CH:28]=[CH:27][C:25]([NH:26][CH:11]=[C:5]([C:4]([CH:1]2[CH2:3][CH2:2]2)=[O:10])[C:6]([O:8][CH3:9])=[O:7])=[CH:24][C:23]=1[F:29]. Given the reactants [CH:1]1([C:4](=[O:10])[CH2:5][C:6]([O:8][CH3:9])=[O:7])[CH2:3][CH2:2]1.[CH:11](OCC)(OCC)OCC.[Br:21][C:22]1[CH:28]=[CH:27][C:25]([NH2:26])=[CH:24][C:23]=1[F:29], predict the reaction product. (4) Given the reactants [CH3:1][S:2][CH:3]1[CH2:12][CH2:11][C:6]2([O:10][CH2:9][CH2:8][O:7]2)[CH2:5][CH2:4]1.C1C=C(Cl)C=C(C(OO)=[O:21])C=1.[OH-:24].[Na+], predict the reaction product. The product is: [CH3:1][S:2]([CH:3]1[CH2:12][CH2:11][C:6]2([O:10][CH2:9][CH2:8][O:7]2)[CH2:5][CH2:4]1)(=[O:21])=[O:24]. (5) Given the reactants [OH:1][C:2]1[CH:7]=[CH:6][C:5]([C:8]2[NH:9][C:10]3[N:11]([N:15]=[C:16]([CH3:24])[C:17]=3[C:18]3[CH:23]=[CH:22][CH:21]=[CH:20][N:19]=3)[C:12](=[O:14])[CH:13]=2)=[CH:4][CH:3]=1.C(N(CC)CC)C.[N:32]([CH3:35])=[C:33]=[O:34], predict the reaction product. The product is: [CH3:35][NH:32][C:33](=[O:34])[O:1][C:2]1[CH:7]=[CH:6][C:5]([C:8]2[NH:9][C:10]3[N:11]([N:15]=[C:16]([CH3:24])[C:17]=3[C:18]3[CH:23]=[CH:22][CH:21]=[CH:20][N:19]=3)[C:12](=[O:14])[CH:13]=2)=[CH:4][CH:3]=1.